This data is from Retrosynthesis with 50K atom-mapped reactions and 10 reaction types from USPTO. The task is: Predict the reactants needed to synthesize the given product. (1) Given the product Clc1ccc2ncc(CCc3n[nH]c(N4CCCC4)n3)nc2c1, predict the reactants needed to synthesize it. The reactants are: COc1ccc(Cn2nc(CCc3cnc4ccc(Cl)cc4n3)nc2N2CCCC2)cc1. (2) Given the product O=C1Nc2ccccc2C12COc1ccc3nonc3c12, predict the reactants needed to synthesize it. The reactants are: O=C1N(C(c2ccccc2)c2ccccc2)c2ccccc2C12COc1ccc3nonc3c12. (3) Given the product O=C(O)c1cc(C(F)(F)F)cc(S(=O)(=O)Cc2ccccc2)c1, predict the reactants needed to synthesize it. The reactants are: O=C(OCc1ccccc1)c1cc(C(F)(F)F)cc(S(=O)(=O)Cc2ccccc2)c1. (4) The reactants are: CCOC(=O)c1nn(-c2cccc(C#C[C@]3(O)CCN(C)C3=O)c2)c2nc(C(F)(F)F)ncc12.N. Given the product CN1CC[C@@](O)(C#Cc2cccc(-n3nc(C(N)=O)c4cnc(C(F)(F)F)nc43)c2)C1=O, predict the reactants needed to synthesize it. (5) Given the product O=C(O)C1CCC(=O)N1Cc1cccc(Cl)c1, predict the reactants needed to synthesize it. The reactants are: COC(=O)C1CCC(=O)N1Cc1cccc(Cl)c1. (6) The reactants are: CNC1CCN(C(C)C)CC1.O=C1c2ccccc2C(=O)N1CCS(=O)(=O)Cl. Given the product CC(C)N1CCC(N(C)S(=O)(=O)CCN2C(=O)c3ccccc3C2=O)CC1, predict the reactants needed to synthesize it.